Dataset: Full USPTO retrosynthesis dataset with 1.9M reactions from patents (1976-2016). Task: Predict the reactants needed to synthesize the given product. Given the product [Cl:3][C:4]1[CH:5]=[C:6]2[C:21](=[CH:11][CH:12]=1)[N:22]([CH3:25])[CH:23]=[C:7]2[CH2:13][CH2:14][C:15]([O:17][CH3:19])=[O:16], predict the reactants needed to synthesize it. The reactants are: [H-].[Na+].[Cl:3][C:4]1[CH:5]=[C:6]2C(=[CH:11][CH:12]=1)NC=[C:7]2[CH2:13][CH2:14][C:15]([OH:17])=[O:16].I[CH3:19].O.[CH3:21][N:22]([CH3:25])[CH:23]=O.